This data is from Full USPTO retrosynthesis dataset with 1.9M reactions from patents (1976-2016). The task is: Predict the reactants needed to synthesize the given product. (1) The reactants are: [Br:1][C:2]1[CH:10]=[N:9][CH:8]=[CH:7][C:3]=1[C:4]([OH:6])=O.[CH3:11][Si](C=[N+]=[N-])(C)C.CCCCCC.[BrH:24]. Given the product [Br:24][CH2:11][C:4]([C:3]1[CH:7]=[CH:8][N:9]=[CH:10][C:2]=1[Br:1])=[O:6], predict the reactants needed to synthesize it. (2) Given the product [CH3:30][C:31]1[O:32][C:33]([CH3:35])=[CH:7][C:8](=[O:12])[C:9]=1[CH2:1][NH:2][C:23](=[O:24])[O:25][C:26]([CH3:27])([CH3:28])[CH3:29], predict the reactants needed to synthesize it. The reactants are: [C:1]1(=O)[C:9]2C(=CC=[CH:7][CH:8]=2)C(=O)[NH:2]1.[OH2:12].NN.[CH3:27][C:26]([O:25][C:23](O[C:23]([O:25][C:26]([CH3:29])([CH3:28])[CH3:27])=[O:24])=[O:24])([CH3:29])[CH3:28].[CH3:30][CH2:31][O:32][C:33]([CH3:35])=O. (3) Given the product [N+:1]([C:4]1[CH:5]=[C:6]([C:14]2[CH2:19][CH2:18][NH:17][CH2:16][CH:15]=2)[CH:7]=[C:8]([C:10]([F:11])([F:12])[F:13])[CH:9]=1)([O-:3])=[O:2], predict the reactants needed to synthesize it. The reactants are: [N+:1]([C:4]1[CH:5]=[C:6]([C:14]2[CH2:15][CH2:16][N:17](C(OC(C)(C)C)=O)[CH2:18][CH:19]=2)[CH:7]=[C:8]([C:10]([F:13])([F:12])[F:11])[CH:9]=1)([O-:3])=[O:2].FC(F)(F)C(O)=O.